From a dataset of Full USPTO retrosynthesis dataset with 1.9M reactions from patents (1976-2016). Predict the reactants needed to synthesize the given product. (1) Given the product [CH2:18]([O:5][C:6]1[CH:7]=[C:8]([CH:14]=[C:15]([CH3:17])[CH:16]=1)[C:9]([O:11][CH2:12][CH3:13])=[O:10])[CH3:19], predict the reactants needed to synthesize it. The reactants are: N#N.[H-].[Na+].[OH:5][C:6]1[CH:7]=[C:8]([CH:14]=[C:15]([CH3:17])[CH:16]=1)[C:9]([O:11][CH2:12][CH3:13])=[O:10].[CH2:18](I)[CH3:19]. (2) The reactants are: C[O:2][C:3](=[O:39])[C:4]1[CH:9]=[CH:8][C:7]([CH2:10][O:11][C:12]2[CH:17]=[C:16]([Cl:18])[CH:15]=[CH:14][C:13]=2[O:19][CH2:20][C:21]([N:23]2[CH2:28][C@H:27]([CH3:29])[N:26]([CH2:30][C:31]3[CH:36]=[CH:35][C:34]([F:37])=[CH:33][CH:32]=3)[CH2:25][C@H:24]2[CH3:38])=[O:22])=[N:6][CH:5]=1.O1CCCC1.O.[OH-].[Li+].Cl. Given the product [Cl:18][C:16]1[CH:15]=[CH:14][C:13]([O:19][CH2:20][C:21]([N:23]2[CH2:28][C@H:27]([CH3:29])[N:26]([CH2:30][C:31]3[CH:32]=[CH:33][C:34]([F:37])=[CH:35][CH:36]=3)[CH2:25][C@H:24]2[CH3:38])=[O:22])=[C:12]([CH:17]=1)[O:11][CH2:10][C:7]1[CH:8]=[CH:9][C:4]([C:3]([OH:39])=[O:2])=[CH:5][N:6]=1, predict the reactants needed to synthesize it. (3) Given the product [F:15][C:16]1[CH:23]=[CH:22][CH:21]=[CH:20][C:17]=1[CH2:18][O:1][C:2]1[CH:3]=[CH:4][C:5]([O:6][CH:7]([CH3:12])[C:8]([NH:10][CH3:11])=[O:9])=[CH:13][CH:14]=1, predict the reactants needed to synthesize it. The reactants are: [OH:1][C:2]1[CH:14]=[CH:13][C:5]([O:6][CH:7]([CH3:12])[C:8]([NH:10][CH3:11])=[O:9])=[CH:4][CH:3]=1.[F:15][C:16]1[CH:23]=[CH:22][CH:21]=[CH:20][C:17]=1[CH2:18]Br.C(=O)([O-])[O-].[K+].[K+]. (4) Given the product [N:1]1([C:10]2[S:14][C:13]([C:15]([NH2:31])=[O:17])=[C:12]([O:19][CH2:20][C:21]3[CH:22]=[CH:23][C:24]([C:27]([F:28])([F:29])[F:30])=[CH:25][CH:26]=3)[CH:11]=2)[C:9]2[CH:8]=[CH:7][N:6]=[CH:5][C:4]=2[N:3]=[CH:2]1, predict the reactants needed to synthesize it. The reactants are: [N:1]1([C:10]2[S:14][C:13]([C:15]([O:17]C)=O)=[C:12]([O:19][CH2:20][C:21]3[CH:26]=[CH:25][C:24]([C:27]([F:30])([F:29])[F:28])=[CH:23][CH:22]=3)[CH:11]=2)[C:9]2[CH:8]=[CH:7][N:6]=[CH:5][C:4]=2[N:3]=[CH:2]1.[NH3:31]. (5) The reactants are: Br[C:2]1[CH:13]=[CH:12][C:5]2[N:6]([CH3:11])[C:7](=[O:10])[N:8]([CH3:9])[C:4]=2[CH:3]=1.[B:14]1([B:14]2[O:18][C:17]([CH3:20])([CH3:19])[C:16]([CH3:22])([CH3:21])[O:15]2)[O:18][C:17]([CH3:20])([CH3:19])[C:16]([CH3:22])([CH3:21])[O:15]1.C(Cl)Cl.CC([O-])=O.[K+]. Given the product [CH3:11][N:6]1[C:5]2[CH:12]=[CH:13][C:2]([B:14]3[O:18][C:17]([CH3:20])([CH3:19])[C:16]([CH3:22])([CH3:21])[O:15]3)=[CH:3][C:4]=2[N:8]([CH3:9])[C:7]1=[O:10], predict the reactants needed to synthesize it. (6) Given the product [Cl:4][C:32]1[C:31]([O:33][CH3:34])=[CH:30][C:29]([O:35][CH3:36])=[C:28]([F:37])[C:27]=1[C:23]1[N:22]=[C:21]2[NH:20][N:19]=[C:18]([C:14]3[CH:15]=[C:16]4[C:11](=[CH:12][CH:13]=3)[C:10](=[O:44])[N:9]([CH:6]3[CH2:8][CH2:7]3)[CH2:17]4)[C:26]2=[CH:25][CH:24]=1, predict the reactants needed to synthesize it. The reactants are: S(Cl)([Cl:4])(=O)=O.[CH:6]1([N:9]2[CH2:17][C:16]3[C:11](=[CH:12][CH:13]=[C:14]([C:18]4[C:26]5[C:21](=[N:22][C:23]([C:27]6[CH:32]=[C:31]([O:33][CH3:34])[CH:30]=[C:29]([O:35][CH3:36])[C:28]=6[F:37])=[CH:24][CH:25]=5)[N:20](C5CCCCO5)[N:19]=4)[CH:15]=3)[C:10]2=[O:44])[CH2:8][CH2:7]1. (7) Given the product [Br:19][C:20]1[C:26]2[O:27][CH2:28][O:29][C:25]=2[CH:24]=[CH:23][C:21]=1[NH:13][C:12]1[C:11]2[C:10](=[CH:9][CH:8]=[C:6]3[N:7]=[C:3]([C:1]#[N:2])[S:4][C:5]3=2)[N:14]=[CH:15][N:16]=1, predict the reactants needed to synthesize it. The reactants are: [C:1]([C:3]1[S:4][C:5]2[C:11]([C:12]#[N:13])=[C:10](/[N:14]=[CH:15]/[N:16](C)C)[CH:9]=[CH:8][C:6]=2[N:7]=1)#[N:2].[Br:19][C:20]1[C:26]2[O:27][CH2:28][O:29][C:25]=2[CH:24]=[CH:23][C:21]=1N.[K+].[Br-]. (8) Given the product [Cl:6][C:7]1[CH:12]=[CH:11][N:10]=[C:9]2[CH:13]=[C:14]([CH2:16][OH:17])[S:15][C:8]=12, predict the reactants needed to synthesize it. The reactants are: [BH4-].[Na+].C(O)C.[Cl:6][C:7]1[CH:12]=[CH:11][N:10]=[C:9]2[CH:13]=[C:14]([CH:16]=[O:17])[S:15][C:8]=12. (9) Given the product [CH3:1][O:2][C:3](=[O:24])[C:4]1[CH:5]=[C:6]([NH2:21])[C:7]([C:13]2[C:14]([F:20])=[N:15][CH:16]=[C:17]([CH3:19])[CH:18]=2)=[C:8]([NH2:10])[CH:9]=1, predict the reactants needed to synthesize it. The reactants are: [CH3:1][O:2][C:3](=[O:24])[C:4]1[CH:9]=[C:8]([N+:10]([O-])=O)[C:7]([C:13]2[C:14]([F:20])=[N:15][CH:16]=[C:17]([CH3:19])[CH:18]=2)=[C:6]([N+:21]([O-])=O)[CH:5]=1. (10) Given the product [ClH:15].[CH3:28][C:24]1[N:23]([CH2:22][C:18]2[N:19]=[N:20][CH:21]=[C:16]([C:6]3[CH:7]=[CH:8][CH:9]=[C:4]([O:3][C:2]([F:14])([F:13])[F:1])[CH:5]=3)[CH:17]=2)[CH:27]=[CH:26][N:25]=1, predict the reactants needed to synthesize it. The reactants are: [F:1][C:2]([F:14])([F:13])[O:3][C:4]1[CH:5]=[C:6](B(O)O)[CH:7]=[CH:8][CH:9]=1.[Cl:15][C:16]1[CH:17]=[C:18]([CH2:22][N:23]2[CH:27]=[CH:26][N:25]=[C:24]2[CH3:28])[N:19]=[N:20][CH:21]=1.